Dataset: Forward reaction prediction with 1.9M reactions from USPTO patents (1976-2016). Task: Predict the product of the given reaction. Given the reactants C([O:3][C:4](=[O:33])[C:5]([O:8][C:9]1[CH:14]=[CH:13][CH:12]=[C:11]([O:15][CH2:16][CH2:17][N:18]2[C:23](=[O:24])[C:22]3[N:25]([CH3:31])[N:26]=[C:27]([CH2:28][CH2:29][CH3:30])[C:21]=3[N:20]=[C:19]2[CH3:32])[CH:10]=1)([CH3:7])[CH3:6])C.O.C(=O)([O-])[O-].[Na+].[Na+], predict the reaction product. The product is: [CH3:31][N:25]1[C:22]2[C:23](=[O:24])[N:18]([CH2:17][CH2:16][O:15][C:11]3[CH:10]=[C:9]([CH:14]=[CH:13][CH:12]=3)[O:8][C:5]([CH3:6])([CH3:7])[C:4]([OH:33])=[O:3])[C:19]([CH3:32])=[N:20][C:21]=2[C:27]([CH2:28][CH2:29][CH3:30])=[N:26]1.